Dataset: Reaction yield outcomes from USPTO patents with 853,638 reactions. Task: Predict the reaction yield, written as a fraction of the theoretical maximum amount of product (1.0 means a 100% yield; for example, 0.34 means a 34% yield). The reactants are [Cl:1][C:2]1[CH:10]=[C:9]2[C:5]([CH2:6][NH:7][C:8]2=[O:11])=[CH:4][CH:3]=1.[CH:12]([O:15][C:16]1[CH:24]=[CH:23][C:22]([S:25]([CH3:28])(=[O:27])=[O:26])=[CH:21][C:17]=1[C:18](O)=[O:19])([CH3:14])[CH3:13]. The catalyst is N1C=CC=CC=1.CN(C)C1C=CN=CC=1.ClCCl. The product is [Cl:1][C:2]1[CH:10]=[C:9]2[C:5]([CH2:6][N:7]([C:18](=[O:19])[C:17]3[CH:21]=[C:22]([S:25]([CH3:28])(=[O:26])=[O:27])[CH:23]=[CH:24][C:16]=3[O:15][CH:12]([CH3:13])[CH3:14])[C:8]2=[O:11])=[CH:4][CH:3]=1. The yield is 0.550.